From a dataset of Full USPTO retrosynthesis dataset with 1.9M reactions from patents (1976-2016). Predict the reactants needed to synthesize the given product. (1) Given the product [CH2:1]([O:3][C:4]([C:6]1[C:15](=[O:16])[C:14]2[C:9](=[C:10](/[CH:19]=[CH:20]\[CH2:21][C@@H:22]3[CH2:26][C@H:25]([NH:27][C:28]([O:30][C:31]([CH3:34])([CH3:33])[CH3:32])=[O:29])[CH2:24][N:23]3[C:35]([O:37][C:38]([CH3:41])([CH3:40])[CH3:39])=[O:36])[C:11]([F:18])=[C:12]([F:17])[CH:13]=2)[N:8]([CH:42]2[CH2:43][CH2:44]2)[CH:7]=1)=[O:5])[CH3:2], predict the reactants needed to synthesize it. The reactants are: [CH2:1]([O:3][C:4]([C:6]1[C:15](=[O:16])[C:14]2[C:9](=[C:10]([C:19]#[C:20][CH2:21][C@@H:22]3[CH2:26][C@H:25]([NH:27][C:28]([O:30][C:31]([CH3:34])([CH3:33])[CH3:32])=[O:29])[CH2:24][N:23]3[C:35]([O:37][C:38]([CH3:41])([CH3:40])[CH3:39])=[O:36])[C:11]([F:18])=[C:12]([F:17])[CH:13]=2)[N:8]([CH:42]2[CH2:44][CH2:43]2)[CH:7]=1)=[O:5])[CH3:2]. (2) Given the product [Br:1][C:2]1[CH:3]=[C:4]2[C:9](=[CH:10][CH:11]=1)[CH:8]=[C:7]([B:18]([OH:21])[OH:19])[CH:6]=[CH:5]2, predict the reactants needed to synthesize it. The reactants are: [Br:1][C:2]1[CH:11]=[CH:10][C:9]2[C:4](=[CH:5][CH:6]=[C:7](Br)[CH:8]=2)[CH:3]=1.C([Li])CCC.[B:18](OC)([O:21]C)[O:19]C.Cl. (3) The reactants are: [F:1][C:2]1[CH:7]=[CH:6][C:5]([C:8]2[C:9]3[N:10]([CH:22]=[N:23][N:24]=3)[C:11](SC)=[N:12][C:13]=2[C:14]2[CH:19]=[CH:18][N:17]=[CH:16][CH:15]=2)=[CH:4][CH:3]=1.C(=O)([O-])[O-].[K+].[K+].[C:31]1([CH2:37][C@H:38]([NH2:41])[CH2:39][NH2:40])[CH:36]=[CH:35][CH:34]=[CH:33][CH:32]=1.O. Given the product [F:1][C:2]1[CH:7]=[CH:6][C:5]([C:8]2[C:9]3[N:10]([CH:22]=[N:23][N:24]=3)[C:11]([NH:40][CH2:39][C@@H:38]([NH2:41])[CH2:37][C:31]3[CH:32]=[CH:33][CH:34]=[CH:35][CH:36]=3)=[N:12][C:13]=2[C:14]2[CH:19]=[CH:18][N:17]=[CH:16][CH:15]=2)=[CH:4][CH:3]=1, predict the reactants needed to synthesize it. (4) Given the product [NH:10]1[C:14]2=[N:15][CH:16]=[CH:17][CH:18]=[C:13]2[C:12]([N:19]2[CH2:24][CH2:23][N:22]([C:25]([O:27][C:28]([CH3:31])([CH3:30])[CH3:29])=[O:26])[CH2:21][CH2:20]2)=[CH:11]1, predict the reactants needed to synthesize it. The reactants are: C1(S([N:10]2[C:14]3=[N:15][CH:16]=[CH:17][CH:18]=[C:13]3[C:12]([N:19]3[CH2:24][CH2:23][N:22]([C:25]([O:27][C:28]([CH3:31])([CH3:30])[CH3:29])=[O:26])[CH2:21][CH2:20]3)=[CH:11]2)(=O)=O)C=CC=CC=1.[OH-].[Na+].CO. (5) Given the product [CH2:1]([O:3][C:4]([CH:6]1[N:16]([C:17]([O:19][C:20]([CH3:23])([CH3:22])[CH3:21])=[O:18])[CH2:15][C:9]2[N:10]=[CH:11][N:12]=[C:13]([Cl:48])[C:8]=2[CH2:7]1)=[O:5])[CH3:2], predict the reactants needed to synthesize it. The reactants are: [CH2:1]([O:3][C:4]([CH:6]1[N:16]([C:17]([O:19][C:20]([CH3:23])([CH3:22])[CH3:21])=[O:18])[CH2:15][C:9]2[N:10]=[CH:11][NH:12][C:13](=O)[C:8]=2[CH2:7]1)=[O:5])[CH3:2].C(OC(C1N(C(OC(C)(C)C)=O)CC2C(=O)NC=NC=2C1)=O)C.C(Cl)(Cl)(Cl)[Cl:48].C1(P(C2C=CC=CC=2)C2C=CC=CC=2)C=CC=CC=1. (6) Given the product [CH3:14][S:15]([CH:18]1[CH2:22][CH2:21][N:20]([S:2]([C:5]2[CH:13]=[CH:12][C:8]([C:9]([OH:11])=[O:10])=[CH:7][CH:6]=2)(=[O:4])=[O:3])[CH2:19]1)(=[O:17])=[O:16], predict the reactants needed to synthesize it. The reactants are: Cl[S:2]([C:5]1[CH:13]=[CH:12][C:8]([C:9]([OH:11])=[O:10])=[CH:7][CH:6]=1)(=[O:4])=[O:3].[CH3:14][S:15]([CH:18]1[CH2:22][CH2:21][NH:20][CH2:19]1)(=[O:17])=[O:16]. (7) Given the product [CH3:1][O:2][C:3]1[CH:12]=[C:11]2[C:6]([CH:7]=[CH:8][CH:9]=[C:10]2[NH:13][C:15]2[C:23]([N+:24]([O-:26])=[O:25])=[CH:22][CH:21]=[CH:20][C:16]=2[C:17]([OH:19])=[O:18])=[CH:5][CH:4]=1, predict the reactants needed to synthesize it. The reactants are: [CH3:1][O:2][C:3]1[CH:12]=[C:11]2[C:6]([CH:7]=[CH:8][CH:9]=[C:10]2[NH2:13])=[CH:5][CH:4]=1.Br[C:15]1[C:23]([N+:24]([O-:26])=[O:25])=[CH:22][CH:21]=[CH:20][C:16]=1[C:17]([OH:19])=[O:18]. (8) Given the product [ClH:25].[NH2:17][C@H:6]1[C@H:7]([C:9]2[CH:14]=[CH:13][C:12]([F:15])=[C:11]([F:16])[CH:10]=2)[CH2:8][N:4]([CH2:3][C:1]#[N:2])[CH2:5]1, predict the reactants needed to synthesize it. The reactants are: [C:1]([CH2:3][N:4]1[CH2:8][C@@H:7]([C:9]2[CH:14]=[CH:13][C:12]([F:15])=[C:11]([F:16])[CH:10]=2)[C@H:6]([NH:17]C(=O)OC(C)(C)C)[CH2:5]1)#[N:2].[ClH:25]. (9) Given the product [CH3:24][S:22]([C:19]1[CH:20]=[CH:21][C:16]([CH:2]2[CH2:7][CH2:6][N:5]([C:8]([O:10][C:11]([CH3:14])([CH3:13])[CH3:12])=[O:9])[CH2:4][CH2:3]2)=[CH:17][CH:18]=1)=[O:23], predict the reactants needed to synthesize it. The reactants are: O[CH:2]1[CH2:7][CH2:6][N:5]([C:8]([O:10][C:11]([CH3:14])([CH3:13])[CH3:12])=[O:9])[CH2:4][CH2:3]1.Br[C:16]1[CH:21]=[CH:20][C:19]([S:22]([CH3:24])=[O:23])=[CH:18][CH:17]=1. (10) Given the product [F:39][C:13]1[C:12]([CH2:11][CH2:10][C:5]23[CH2:8][CH2:9][C:2]([NH:1][CH2:51][C:49]4[CH:48]=[CH:47][C:44]5[O:45][CH2:46][C:41](=[O:40])[NH:42][C:43]=5[N:50]=4)([CH2:7][CH2:6]2)[CH2:3][O:4]3)=[C:21]2[C:16]([CH:17]=[CH:18][C:19]([O:22][CH:23]3[CH2:27][O:26][CH2:25][CH:24]3[NH:28][C:29](=[O:38])[O:30][CH2:31][C:32]3[CH:33]=[CH:34][CH:35]=[CH:36][CH:37]=3)=[N:20]2)=[N:15][CH:14]=1, predict the reactants needed to synthesize it. The reactants are: [NH2:1][C:2]12[CH2:9][CH2:8][C:5]([CH2:10][CH2:11][C:12]3[C:13]([F:39])=[CH:14][N:15]=[C:16]4[C:21]=3[N:20]=[C:19]([O:22][CH:23]3[CH2:27][O:26][CH2:25][CH:24]3[NH:28][C:29](=[O:38])[O:30][CH2:31][C:32]3[CH:37]=[CH:36][CH:35]=[CH:34][CH:33]=3)[CH:18]=[CH:17]4)([CH2:6][CH2:7]1)[O:4][CH2:3]2.[O:40]=[C:41]1[CH2:46][O:45][C:44]2[CH:47]=[CH:48][C:49]([CH:51]=O)=[N:50][C:43]=2[NH:42]1.